This data is from Catalyst prediction with 721,799 reactions and 888 catalyst types from USPTO. The task is: Predict which catalyst facilitates the given reaction. (1) Reactant: [CH3:1][O:2][C:3]1[CH:52]=[CH:51][CH:50]=[CH:49][C:4]=1[CH2:5][O:6][CH2:7][CH2:8][CH2:9][O:10][C:11]1[CH:16]=[CH:15][C:14]([CH:17]2[CH2:22][CH2:21][N:20]([C:23]([O:25][CH2:26][C:27]3[CH:32]=[CH:31][CH:30]=[CH:29][CH:28]=3)=[O:24])[CH2:19][CH:18]2[O:33][CH2:34][C:35]2[CH:40]=[CH:39][C:38]([CH3:41])=[C:37]([O:42][CH2:43][CH2:44][C:45]([O:47]C)=[O:46])[CH:36]=2)=[CH:13][CH:12]=1.C(OC(C)C)(C)C.P([O-])([O-])([O-])=O. Product: [C:45]([CH2:44][CH2:43][O:42][C:37]1[CH:36]=[C:35]([CH:40]=[CH:39][C:38]=1[CH3:41])[CH2:34][O:33][CH:18]1[CH:17]([C:14]2[CH:13]=[CH:12][C:11]([O:10][CH2:9][CH2:8][CH2:7][O:6][CH2:5][C:4]3[CH:49]=[CH:50][CH:51]=[CH:52][C:3]=3[O:2][CH3:1])=[CH:16][CH:15]=2)[CH2:22][CH2:21][N:20]([C:23]([O:25][CH2:26][C:27]2[CH:28]=[CH:29][CH:30]=[CH:31][CH:32]=2)=[O:24])[CH2:19]1)([OH:47])=[O:46]. The catalyst class is: 16. (2) The catalyst class is: 218. Product: [F:1][C:2]1[C:7]2[N:8]=[CH:9][S:10][C:6]=2[CH:5]=[C:4]2[NH:42][C:45](=[O:30])[N:14]([C:15]3[CH:20]=[CH:19][C:18]([I:21])=[CH:17][C:16]=3[F:22])[C:3]=12. Reactant: [F:1][C:2]1[C:7]2[N:8]=[CH:9][S:10][C:6]=2[CH:5]=[C:4](C(O)=O)[C:3]=1[NH:14][C:15]1[CH:20]=[CH:19][C:18]([I:21])=[CH:17][C:16]=1[F:22].C1C=CC(P(N=[N+]=[N-])(C2C=CC=CC=2)=[O:30])=CC=1.C([N:42]([CH2:45]C)CC)C. (3) Reactant: [CH3:1][O:2][C:3]1[N:4]=[C:5]2[C:10](=[CH:11][CH:12]=1)[N:9]=[CH:8][CH:7]=[C:6]2[CH2:13][CH2:14][N:15]1[CH2:19][CH2:18][C@@H:17]([CH2:20][NH2:21])[CH2:16]1.[O:22]=[C:23]1[NH:28][C:27]2[N:29]=[C:30]([CH:33]=O)[CH:31]=[CH:32][C:26]=2[S:25][CH2:24]1.[BH4-].[Na+]. Product: [CH3:1][O:2][C:3]1[N:4]=[C:5]2[C:10](=[CH:11][CH:12]=1)[N:9]=[CH:8][CH:7]=[C:6]2[CH2:13][CH2:14][N:15]1[CH2:19][CH2:18][C@@H:17]([CH2:20][NH:21][CH2:33][C:30]2[CH:31]=[CH:32][C:26]3[S:25][CH2:24][C:23](=[O:22])[NH:28][C:27]=3[N:29]=2)[CH2:16]1. The catalyst class is: 497. (4) Reactant: [CH3:1][C:2]1([CH3:17])[O:6][C@@H:5]([C:7]2[CH:12]=[CH:11][C:10]([N+:13]([O-])=O)=[C:9]([CH3:16])[CH:8]=2)[CH2:4][O:3]1. Product: [CH3:1][C:2]1([CH3:17])[O:6][C@@H:5]([C:7]2[CH:12]=[CH:11][C:10]([NH2:13])=[C:9]([CH3:16])[CH:8]=2)[CH2:4][O:3]1. The catalyst class is: 457. (5) Reactant: [NH2:1][C:2]1[C:11]2[N:12]=[C:13]([CH2:24][CH2:25][CH2:26][CH3:27])[N:14]([CH2:15][CH2:16][CH2:17][NH:18][CH2:19][CH2:20][N:21]([CH3:23])[CH3:22])[C:10]=2[C:9]2[CH:8]=[CH:7][CH:6]=[CH:5][C:4]=2[N:3]=1.[CH:28]([C:30]1[CH:35]=[CH:34][C:33]([CH2:36][C:37]([O:39][CH3:40])=[O:38])=[CH:32][CH:31]=1)=O.C(O[BH-](OC(=O)C)OC(=O)C)(=O)C.[Na+]. Product: [NH2:1][C:2]1[C:11]2[N:12]=[C:13]([CH2:24][CH2:25][CH2:26][CH3:27])[N:14]([CH2:15][CH2:16][CH2:17][N:18]([CH2:28][C:30]3[CH:31]=[CH:32][C:33]([CH2:36][C:37]([O:39][CH3:40])=[O:38])=[CH:34][CH:35]=3)[CH2:19][CH2:20][N:21]([CH3:22])[CH3:23])[C:10]=2[C:9]2[CH:8]=[CH:7][CH:6]=[CH:5][C:4]=2[N:3]=1. The catalyst class is: 37.